Dataset: Peptide-MHC class I binding affinity with 185,985 pairs from IEDB/IMGT. Task: Regression. Given a peptide amino acid sequence and an MHC pseudo amino acid sequence, predict their binding affinity value. This is MHC class I binding data. (1) The peptide sequence is KSKNINIEVK. The MHC is HLA-A33:01 with pseudo-sequence HLA-A33:01. The binding affinity (normalized) is 0. (2) The peptide sequence is TPYDINQML. The MHC is HLA-B45:01 with pseudo-sequence HLA-B45:01. The binding affinity (normalized) is 0. (3) The peptide sequence is GPAGYTAAL. The MHC is HLA-B07:02 with pseudo-sequence HLA-B07:02. The binding affinity (normalized) is 0.770. (4) The peptide sequence is SYSYDSSEVS. The MHC is H-2-Kd with pseudo-sequence H-2-Kd. The binding affinity (normalized) is 0.182.